Dataset: Catalyst prediction with 721,799 reactions and 888 catalyst types from USPTO. Task: Predict which catalyst facilitates the given reaction. (1) Reactant: [F:1][C:2]1[CH:7]=[C:6]([N+:8]([O-:10])=[O:9])[C:5]([O:11][C:12]2[CH:17]=[CH:16][CH:15]=[CH:14][C:13]=2[O:18]C)=[CH:4][C:3]=1[NH:20][C:21](=[O:23])[CH3:22].C(Cl)Cl.B(Br)(Br)Br.Cl. Product: [F:1][C:2]1[CH:7]=[C:6]([N+:8]([O-:10])=[O:9])[C:5]([O:11][C:12]2[CH:17]=[CH:16][CH:15]=[CH:14][C:13]=2[OH:18])=[CH:4][C:3]=1[NH:20][C:21](=[O:23])[CH3:22]. The catalyst class is: 6. (2) Reactant: Cl.[NH2:2][C@@H:3]1[CH2:8][CH2:7][CH2:6][CH2:5][C@H:4]1[OH:9].C(=O)([O-])[O-].[K+].[K+].[Cl:16][C:17]1[N:22]=[C:21](Cl)[C:20]([Cl:24])=[CH:19][N:18]=1. Product: [Cl:16][C:17]1[N:22]=[C:21]([NH:2][C@@H:3]2[CH2:8][CH2:7][CH2:6][CH2:5][C@H:4]2[OH:9])[C:20]([Cl:24])=[CH:19][N:18]=1. The catalyst class is: 7. (3) Reactant: [C:1]1([N:7]2[CH2:12][CH2:11][NH:10][CH2:9][CH2:8]2)[CH:6]=[CH:5][CH:4]=[CH:3][CH:2]=1.C(O[C:16](=[C:18]([C:21]#[N:22])[C:19]#[N:20])[CH3:17])C. Product: [C:1]1([N:7]2[CH2:12][CH2:11][N:10]([C:16](=[C:18]([C:21]#[N:22])[C:19]#[N:20])[CH3:17])[CH2:9][CH2:8]2)[CH:6]=[CH:5][CH:4]=[CH:3][CH:2]=1. The catalyst class is: 8.